From a dataset of Forward reaction prediction with 1.9M reactions from USPTO patents (1976-2016). Predict the product of the given reaction. (1) Given the reactants C[C:2]1[CH:10]=[CH:9][C:5]([C:6]([OH:8])=[O:7])=[CH:4][N:3]=1.[OH-].[Na+].Cl.[CH2:14]([OH:16])C, predict the reaction product. The product is: [CH3:14][O:16][C:2]1[CH:10]=[CH:9][C:5]([C:6]([OH:8])=[O:7])=[CH:4][N:3]=1. (2) Given the reactants [C:1]([O:5][C:6](=[O:29])[NH:7][C@H:8]([C:12]1[CH:17]=[C:16]([C:18]2[N:22]([CH:23]([F:25])[F:24])[N:21]=[CH:20][C:19]=2[N+:26]([O-])=O)[CH:15]=[CH:14][N:13]=1)[CH2:9][CH:10]=[CH2:11])([CH3:4])([CH3:3])[CH3:2].[NH4+].[Cl-], predict the reaction product. The product is: [C:1]([O:5][C:6](=[O:29])[NH:7][C@H:8]([C:12]1[CH:17]=[C:16]([C:18]2[N:22]([CH:23]([F:25])[F:24])[N:21]=[CH:20][C:19]=2[NH2:26])[CH:15]=[CH:14][N:13]=1)[CH2:9][CH:10]=[CH2:11])([CH3:2])([CH3:3])[CH3:4]. (3) Given the reactants [CH3:1][O:2][C:3]1[CH:4]=[C:5]([CH:10]=[CH:11][C:12]=1[OH:13])[CH:6]=[CH:7][CH:8]=O.[C:14]([CH2:16][C:17]([N-:19][CH2:20][C:21]1[CH:26]=[CH:25][CH:24]=[CH:23][CH:22]=1)=[O:18])#[N:15].N1CCCCC1.Cl, predict the reaction product. The product is: [CH2:20]([NH:19][C:17](/[C:16](=[CH:8]/[CH:7]=[CH:6]/[C:5]1[CH:10]=[CH:11][C:12]([OH:13])=[C:3]([O:2][CH3:1])[CH:4]=1)/[C:14]#[N:15])=[O:18])[C:21]1[CH:26]=[CH:25][CH:24]=[CH:23][CH:22]=1.